The task is: Binary Classification. Given a miRNA mature sequence and a target amino acid sequence, predict their likelihood of interaction.. This data is from Experimentally validated miRNA-target interactions with 360,000+ pairs, plus equal number of negative samples. (1) The miRNA is hsa-miR-362-3p with sequence AACACACCUAUUCAAGGAUUCA. The protein sequence of the target gene is MLRTTRGPGLGPPLLQAALGLGRAGWHWPAGRAASGGRGRAWLQPTGRETGVQVYNSLTGRKEPLIVAHAEAASWYSCGPTVYDHAHLGHACSYVRFDIIRRILTKVFGCSIVMVMGITDVDDKIIKRANEMNISPASLASLYEEDFKQDMAALKVLPPTVYLRVTENIPQIISFIEGIIARGNAYSTAKGNVYFDLKSRGDKYGKLVGVVPGPVGEPADSDKRHASDFALWKAAKPQEVFWASPWGPGRPGWHIECSAIASMVFGSQLDIHSGGIDLAFPHHENEIAQCEVFHQCEQWG.... Result: 0 (no interaction). (2) The protein sequence of the target gene is MRVAGAAKLVVAVAVFLLTFYVISQVFEIKMDASLGNLFARSALDTAARSTKPPRYKCGISKACPEKHFAFKMASGAANVVGPKICLEDNVLMSGVKNNVGRGINVALANGKTGEVLDTKYFDMWGGDVAPFIEFLKAIQDGTIVLMGTYDDGATKLNDEARRLIADLGSTSITNLGFRDNWVFCGGKGIKTKSPFEQHIKNNKDTNKYEGWPEVVEMEGCIPQKQD. Result: 1 (interaction). The miRNA is hsa-miR-145-5p with sequence GUCCAGUUUUCCCAGGAAUCCCU.